This data is from Full USPTO retrosynthesis dataset with 1.9M reactions from patents (1976-2016). The task is: Predict the reactants needed to synthesize the given product. The reactants are: Br[C:2]1[N:6]2[CH:7]=[CH:8][C:9]([CH3:11])=[CH:10][C:5]2=[N:4][CH:3]=1.[CH3:12][O:13][C:14]1[CH:15]=[C:16](B(O)O)[CH:17]=[CH:18][CH:19]=1.O. Given the product [CH3:12][O:13][C:14]1[CH:19]=[C:18]([C:2]2[N:6]3[CH:7]=[CH:8][C:9]([CH3:11])=[CH:10][C:5]3=[N:4][CH:3]=2)[CH:17]=[CH:16][CH:15]=1, predict the reactants needed to synthesize it.